From a dataset of Full USPTO retrosynthesis dataset with 1.9M reactions from patents (1976-2016). Predict the reactants needed to synthesize the given product. (1) Given the product [Cl:1][C:2]1[N:7]=[CH:6][C:5]([C:8]([NH:10][C:11]2[CH:16]=[CH:15][C:14]([CH3:17])=[C:13]([C:18]3[C:19]4[CH:31]=[CH:30][C:29](=[O:32])[N:28]([C:33]5[C:38]([F:39])=[CH:37][CH:36]=[CH:35][C:34]=5[F:40])[C:20]=4[N:21]=[C:22]([NH:49][CH2:48][C:44]4[NH:43][CH:47]=[CH:46][N:45]=4)[N:23]=3)[CH:12]=2)=[O:9])=[CH:4][CH:3]=1, predict the reactants needed to synthesize it. The reactants are: [Cl:1][C:2]1[N:7]=[CH:6][C:5]([C:8]([NH:10][C:11]2[CH:16]=[CH:15][C:14]([CH3:17])=[C:13]([C:18]3[C:19]4[CH:31]=[CH:30][C:29](=[O:32])[N:28]([C:33]5[C:38]([F:39])=[CH:37][CH:36]=[CH:35][C:34]=5[F:40])[C:20]=4[N:21]=[C:22](S(C)(=O)=O)[N:23]=3)[CH:12]=2)=[O:9])=[CH:4][CH:3]=1.Cl.Cl.[NH:43]1[CH:47]=[CH:46][N:45]=[C:44]1[CH2:48][NH2:49]. (2) Given the product [CH3:1][O:2][C:3](=[O:13])[CH2:4][C:5]1[CH:10]=[CH:9][C:8]2[O:11][CH:14]=[N:12][C:7]=2[CH:6]=1, predict the reactants needed to synthesize it. The reactants are: [CH3:1][O:2][C:3](=[O:13])[CH2:4][C:5]1[CH:10]=[CH:9][C:8]([OH:11])=[C:7]([NH2:12])[CH:6]=1.[CH:14](OCC)(OCC)OCC. (3) Given the product [CH3:6][C:7]1[CH:12]=[CH:11][C:10]([S:13]([O:5][CH:3]2[CH2:4][O:1][CH2:2]2)(=[O:15])=[O:14])=[CH:9][CH:8]=1, predict the reactants needed to synthesize it. The reactants are: [O:1]1[CH2:4][CH:3]([OH:5])[CH2:2]1.[CH3:6][C:7]1[CH:12]=[CH:11][C:10]([S:13](Cl)(=[O:15])=[O:14])=[CH:9][CH:8]=1. (4) Given the product [CH3:11][NH:12][CH2:7][C:3]1[CH:2]=[N:1][CH:6]=[CH:5][CH:4]=1, predict the reactants needed to synthesize it. The reactants are: [N:1]1[CH:6]=[CH:5][CH:4]=[C:3]([CH:7]=O)[CH:2]=1.[BH4-].[Na+].[CH3:11][NH2:12]. (5) Given the product [CH2:1]([O:3][C:4]([N:6]([CH2:14][C:22]([O:24][CH2:25][CH3:26])=[O:23])[CH2:7][CH2:8][C:9]([O:11][CH2:12][CH3:13])=[O:10])=[O:5])[CH3:2], predict the reactants needed to synthesize it. The reactants are: [CH2:1]([O:3][C:4]([NH:6][CH2:7][CH2:8][C:9]([O:11][CH2:12][CH3:13])=[O:10])=[O:5])[CH3:2].[CH2:14](N(CC)CC)C.Cl[C:22]([O:24][CH2:25][CH3:26])=[O:23]. (6) Given the product [F:20][C:17]([F:18])([F:19])[C:12]([C:3]1[CH:4]=[CH:5][C:6]2[C:11](=[CH:10][CH:9]=[CH:8][CH:7]=2)[C:2]=1[NH:1][C:27]([C:23]1[S:22][CH:26]=[CH:25][CH:24]=1)=[O:28])([OH:21])[C:13]([F:14])([F:15])[F:16], predict the reactants needed to synthesize it. The reactants are: [NH2:1][C:2]1[C:11]2[C:6](=[CH:7][CH:8]=[CH:9][CH:10]=2)[CH:5]=[CH:4][C:3]=1[C:12]([OH:21])([C:17]([F:20])([F:19])[F:18])[C:13]([F:16])([F:15])[F:14].[S:22]1[CH:26]=[CH:25][CH:24]=[C:23]1[C:27](Cl)=[O:28]. (7) Given the product [Br:1][C:2]1[CH:7]=[C:6]([OH:8])[CH:5]=[C:4]([S:10]([CH2:13][CH3:14])(=[O:11])=[O:12])[CH:3]=1, predict the reactants needed to synthesize it. The reactants are: [Br:1][C:2]1[CH:7]=[C:6]([O:8]C)[CH:5]=[C:4]([S:10]([CH2:13][CH3:14])(=[O:12])=[O:11])[CH:3]=1.B(Br)(Br)Br. (8) Given the product [CH2:1]([C:3]1[CH:8]=[CH:7][C:6]([NH:9][C:10]2[O:22][C:14]3[CH:15]=[CH:16][C:17]([N+:19]([O-:21])=[O:20])=[CH:18][C:13]=3[N:12]=2)=[CH:5][CH:4]=1)[CH3:2], predict the reactants needed to synthesize it. The reactants are: [CH2:1]([C:3]1[CH:8]=[CH:7][C:6]([NH:9][C:10]([NH:12][C:13]2[CH:18]=[C:17]([N+:19]([O-:21])=[O:20])[CH:16]=[CH:15][C:14]=2[OH:22])=S)=[CH:5][CH:4]=1)[CH3:2]. (9) Given the product [C:12](=[O:14])([O:11][C@H:10]1[C@H:5]([OH:4])[C@@H:6]([CH2:56][OH:57])[O:7][C@H:8]([O:19][C@H:20]2[C@@H:25]([OH:26])[C@H:24]([OH:30])[C@H:23]([CH2:34][OH:35])[O:22][C@H:21]2[O:39][CH2:40][CH2:41][O:42][CH2:43][CH2:44][NH:45][C:46]([O:48][CH2:49][C:50]2[CH:55]=[CH:54][CH:53]=[CH:52][CH:51]=2)=[O:47])[C@H:9]1[OH:15])[NH2:13], predict the reactants needed to synthesize it. The reactants are: C([O:4][C@H:5]1[C@H:10]([O:11][C:12](=[O:14])[NH2:13])[C@H:9]([O:15]C(=O)C)[C@@H:8]([O:19][C@H:20]2[C@@H:25]([O:26]C(=O)C)[C@H:24]([O:30]C(=O)C)[C@H:23]([CH2:34][O:35]C(=O)C)[O:22][C@@H:21]2[O:39][CH2:40][CH2:41][O:42][CH2:43][CH2:44][NH:45][C:46]([O:48][CH2:49][C:50]2[CH:55]=[CH:54][CH:53]=[CH:52][CH:51]=2)=[O:47])[O:7][C@@H:6]1[CH2:56][O:57]C(=O)C)(=O)C.C([O-])([O-])=O.[K+].[K+].